This data is from Experimentally validated miRNA-target interactions with 360,000+ pairs, plus equal number of negative samples. The task is: Binary Classification. Given a miRNA mature sequence and a target amino acid sequence, predict their likelihood of interaction. (1) The miRNA is mmu-miR-511-5p with sequence AUGCCUUUUGCUCUGCACUCA. The protein sequence of the target gene is MAPQNLGTFCLLLLYLIGTVIAGRDFYKILGVPRSASIKDIKKAYRKLALQLHPDRNPDDPRAQEKFQDLGAAYEVLSDSEKRKQYDTYGEEGLKDGHQSSHGDIFSHFFGDFGFMFGGTPRQQDRNIPRGSDIIVDLEVTLEEVYAGNFVEVVRNKPVARQAPGKRKCNCRQEMRTTQLGPGRFQMTQEVVCDECPNVKLVNEERTLEVEIEPGVRDGMEYPFIGEGEPHVDGEPGDLRFRIKVVKHSIFERRGDDLYTNVTISLVESLVGFDMDITHLDGHKVHISRDKITRPGAKLW.... Result: 0 (no interaction). (2) The miRNA is hsa-miR-335-5p with sequence UCAAGAGCAAUAACGAAAAAUGU. The protein sequence of the target gene is MGSGRRALSAVPAVLLVLTLPGLPVWAQNDTEPIVLEGKCLVVCDSNPATDSKGSSSSPLGISVRAANSKVAFSAVRSTNHEPSEMSNKTRIIYFDQILVNVGNFFTLESVFVAPRKGIYSFSFHVIKVYQSQTIQVNLMLNGKPVISAFAGDKDVTREAATNGVLLYLDKEDKVYLKLEKGNLVGGWQYSTFSGFLVFPL. Result: 1 (interaction).